This data is from PAMPA (Parallel Artificial Membrane Permeability Assay) permeability data from NCATS. The task is: Regression/Classification. Given a drug SMILES string, predict its absorption, distribution, metabolism, or excretion properties. Task type varies by dataset: regression for continuous measurements (e.g., permeability, clearance, half-life) or binary classification for categorical outcomes (e.g., BBB penetration, CYP inhibition). Dataset: pampa_ncats. (1) The drug is CC(=O)C1=CC=C(C=C1)N2CCN(CC2)S(=O)(=O)C3=C(C=C4C(=C3)CC(=O)N4)Cl. The result is 1 (high permeability). (2) The molecule is C1=CC=C2C(=C1)C(=NC(=N2)C3=CC=NC=C3)NC4=CC=CC=C4F. The result is 1 (high permeability). (3) The compound is CC1=C(C(N2C(=NC=N2)N1)C3=CC=CN3)C(=O)NC4=CC=CC=C4. The result is 1 (high permeability).